Dataset: Experimentally validated miRNA-target interactions with 360,000+ pairs, plus equal number of negative samples. Task: Binary Classification. Given a miRNA mature sequence and a target amino acid sequence, predict their likelihood of interaction. (1) Result: 0 (no interaction). The miRNA is hsa-miR-188-5p with sequence CAUCCCUUGCAUGGUGGAGGG. The protein sequence of the target gene is MAEMGSKGVTAGKIASNVQKKLTRAQEKVLQKLGKADETKDEQFEQCVQNFNKQLTEGTRLQKDLRTYLASVKAMHEASKKLNECLQEVYEPDWPGRDEANKIAENNDLLWMDYHQKLVDQALLTMDTYLGQFPDIKSRIAKRGRKLVDYDSARHHYESLQTAKKKDEAKIAKPVSLLEKAAPQWCQGKLQAHLVAQTNLLRNQAEEELIKAQKVFEEMNVDLQEELPSLWNSRVGFYVNTFQSIAGLEENFHKEMSKLNQNLNDVLVGLEKQHGSNTFTVKAQPSDNAPAKGNKSPSPP.... (2) The protein sequence of the target gene is MAGEEINEDYPVEIHEYLSAFENSIGAVDEMLKTMMSVSRNELLQKLDPLEQAKVDLVSAYTLNSMFWVYLATQGVNPKEHPVKQELERIRVYMNRVKEITDKKKAGKLDRGAASRFVKNALWEPKSKNASKVANKGKSKS. The miRNA is hsa-miR-4728-5p with sequence UGGGAGGGGAGAGGCAGCAAGCA. Result: 1 (interaction). (3) The miRNA is hsa-miR-4418 with sequence CACUGCAGGACUCAGCAG. The protein sequence of the target gene is MKASSGDQGSPPCFLRFPRPVRVVSGAEAELKCVVLGEPPPVVVWEKGGQQLAASERLSFPADGAEHGLLLTAALPTDAGVYVCRARNAAGEAYAAAAVTVLEPPASDPELQPAERPLPSPGSGEGAPVFLTGPRSQWVLRGAEVVLTCRAGGLPEPTLYWEKDGMALDEVWDSSHFALQPGRAEDGPGASLALRILAARLPDSGVYVCHARNAHGHAQAGALLQVHQPPESPPADPDEAPAPVVEPLKCAPKTFWVNEGKHAKFRCYVMGKPEPEIEWHWEGRPLLPDRRRLMYRDRDG.... Result: 0 (no interaction). (4) The miRNA is hsa-miR-3654 with sequence GACUGGACAAGCUGAGGAA. The protein sequence of the target gene is MSHLQSLLLDTLLGTKHVDSAALIKIQERSLCVASPGFNVTPSDVRTLVNGFAKNPLQARREGLYFKGKDYRCVRADEYSLYAKNENTGVVVVKTHLYLLVATYTEGMYPSICVEATESLGDYLRKKGS. Result: 0 (no interaction).